Dataset: Forward reaction prediction with 1.9M reactions from USPTO patents (1976-2016). Task: Predict the product of the given reaction. (1) Given the reactants Cl[C:2]1[N:3]=[CH:4][CH:5]=[C:6]2[CH:10]=[CH:9][O:8][C:7]=12.C(=O)([O-])O.[Na+].[NH:16]1[CH2:21][CH2:20][NH:19][CH2:18][CH2:17]1, predict the reaction product. The product is: [N:16]1([C:2]2[N:3]=[CH:4][CH:5]=[C:6]3[CH:10]=[CH:9][O:8][C:7]=23)[CH2:21][CH2:20][NH:19][CH2:18][CH2:17]1. (2) Given the reactants [C:1]([C:3]1[S:4][C:5]([CH2:8]Br)=[CH:6][CH:7]=1)#[N:2].[N-:10]=[N+:11]=[N-:12].[Na+].C(OCC)(=O)C, predict the reaction product. The product is: [C:1]([C:3]1[S:4][C:5]([CH2:8][N:10]=[N+:11]=[N-:12])=[CH:6][CH:7]=1)#[N:2]. (3) Given the reactants [CH2:1]([NH:5][CH2:6][CH2:7][NH2:8])[CH2:2][CH2:3][CH3:4].C(O[C:12](=[O:18])[C:13]([O:15]CC)=O)C, predict the reaction product. The product is: [CH2:1]([N:5]1[CH2:6][CH2:7][NH:8][C:12](=[O:18])[C:13]1=[O:15])[CH2:2][CH2:3][CH3:4]. (4) Given the reactants [Br:1][C:2]1[CH:3]=[N:4][C:5]([C:8]2[N:9]([CH3:25])[C:10]3[C:15]([C:16]=2[CH:17]2[CH2:21][CH2:20][CH2:19][CH2:18]2)=[CH:14][CH:13]=[C:12]([C:22](O)=[O:23])[CH:11]=3)=[N:6][CH:7]=1.S(Cl)(Cl)=O.C(NCC)C.C(N(CC)C(C)C)(C)C.[NH2:44][C:45]1([C:49]2[N:53]([CH3:54])[C:52]3[CH:55]=[C:56](/[CH:59]=[CH:60]/[C:61]([O:63][CH2:64][CH2:65][CH2:66][CH3:67])=[O:62])[CH:57]=[CH:58][C:51]=3[N:50]=2)[CH2:48][CH2:47][CH2:46]1, predict the reaction product. The product is: [Br:1][C:2]1[CH:3]=[N:4][C:5]([C:8]2[N:9]([CH3:25])[C:10]3[C:15]([C:16]=2[CH:17]2[CH2:21][CH2:20][CH2:19][CH2:18]2)=[CH:14][CH:13]=[C:12]([C:22]([NH:44][C:45]2([C:49]4[N:53]([CH3:54])[C:52]5[CH:55]=[C:56](/[CH:59]=[CH:60]/[C:61]([O:63][CH2:64][CH2:65][CH2:66][CH3:67])=[O:62])[CH:57]=[CH:58][C:51]=5[N:50]=4)[CH2:46][CH2:47][CH2:48]2)=[O:23])[CH:11]=3)=[N:6][CH:7]=1. (5) The product is: [ClH:74].[CH3:8][C:6]1[CH:7]=[C:2]([O:1][CH2:37][C:35]2[CH:34]=[CH:33][CH:32]=[C:31]([CH3:30])[N:36]=2)[CH:3]=[C:4]([CH3:29])[C:5]=1[C:9]1[CH:14]=[CH:13][CH:12]=[C:11]([CH2:15][O:16][C:17]2[CH:22]=[CH:21][C:20]([CH2:23][CH2:24][C:25]([OH:27])=[O:26])=[CH:19][CH:18]=2)[CH:10]=1. Given the reactants [OH:1][C:2]1[CH:7]=[C:6]([CH3:8])[C:5]([C:9]2[CH:14]=[CH:13][CH:12]=[C:11]([CH2:15][O:16][C:17]3[CH:22]=[CH:21][C:20]([CH2:23][CH2:24][C:25]([O:27]C)=[O:26])=[CH:19][CH:18]=3)[CH:10]=2)=[C:4]([CH3:29])[CH:3]=1.[CH3:30][C:31]1[N:36]=[C:35]([CH2:37]O)[CH:34]=[CH:33][CH:32]=1.C1(P(C2C=CC=CC=2)C2C=CC=CC=2)C=CC=CC=1.N(C(OC(C)C)=O)=NC(OC(C)C)=O.[OH-].[Na+].[ClH:74].C(OCC)(=O)C.Cl, predict the reaction product. (6) Given the reactants [CH3:1][O:2][C:3](=[O:22])[C:4]1[CH:9]=[CH:8][CH:7]=[C:6]([N+:10]([O-])=O)[C:5]=1[NH:13][CH2:14][C:15]1[CH:20]=[CH:19][C:18]([Br:21])=[CH:17][CH:16]=1.O.O.[Sn](Cl)Cl, predict the reaction product. The product is: [CH3:1][O:2][C:3](=[O:22])[C:4]1[CH:9]=[CH:8][CH:7]=[C:6]([NH2:10])[C:5]=1[NH:13][CH2:14][C:15]1[CH:20]=[CH:19][C:18]([Br:21])=[CH:17][CH:16]=1. (7) Given the reactants F[C:2]1[CH:9]=[C:8](F)[C:7]([F:11])=[CH:6][C:3]=1[C:4]#[N:5].[CH:12]1([C:15]2[C:25]3[CH2:24][CH2:23][N:22]([C:26]([O:28][C:29]([CH3:32])([CH3:31])[CH3:30])=[O:27])[CH2:21][CH2:20][C:19]=3[CH:18]=[C:17]3[O:33][CH2:34][CH2:35][N:36]([CH2:37]CO)[C:16]=23)[CH2:14][CH2:13]1.C[C:41](C)([O-:43])C.[K+].[CH3:46]O, predict the reaction product. The product is: [C:4]([C:3]1[C:2]([O:43][CH3:41])=[CH:9][C:8]([CH2:46][CH2:37][N:36]2[C:16]3=[C:15]([CH:12]4[CH2:14][CH2:13]4)[C:25]4[CH2:24][CH2:23][N:22]([C:26]([O:28][C:29]([CH3:31])([CH3:32])[CH3:30])=[O:27])[CH2:21][CH2:20][C:19]=4[CH:18]=[C:17]3[O:33][CH2:34][CH2:35]2)=[C:7]([F:11])[CH:6]=1)#[N:5]. (8) The product is: [Cl:26][C:23]1[CH:24]=[CH:25][C:20]([C:18]([NH:17][CH:13]([CH2:12][C:7]2[C:5]3[C:4](=[CH:3][CH:2]=[CH:1][CH:6]=3)[NH:11][C:9](=[O:10])[CH:8]=2)[C:14]([O:16][CH2:31][CH2:30][CH2:29][N:28]([CH3:33])[CH3:27])=[O:15])=[O:19])=[CH:21][CH:22]=1. Given the reactants [CH:1]1[CH:2]=[CH:3][C:4]2[NH:11][C:9](=[O:10])[CH:8]=[C:7]([CH2:12][CH:13]([NH:17][C:18]([C:20]3[CH:21]=[CH:22][C:23]([Cl:26])=[CH:24][CH:25]=3)=[O:19])[C:14]([OH:16])=[O:15])[C:5]=2[CH:6]=1.[CH3:27][N:28]([CH3:33])[CH2:29][CH2:30][CH2:31]O, predict the reaction product. (9) Given the reactants [ClH:1].NC1NC2C=C(N3C(=O)C=CC3=O)C=CC=2N=1.[NH2:19][C:20]1[CH:21]=[CH:22][C:23]2[N:27]=[C:26]([N:28](C(OC(C)(C)C)=O)C(OC(C)(C)C)=O)[N:25](C(OC(C)(C)C)=O)[C:24]=2[CH:50]=1.[CH3:51][C:52]1([CH3:60])[CH2:57][C:56](=[O:58])[O:55][C:54](=O)[CH2:53]1, predict the reaction product. The product is: [ClH:1].[NH2:28][C:26]1[NH:25][C:24]2[CH:50]=[C:20]([N:19]3[C:54](=[O:55])[CH2:53][C:52]([CH3:60])([CH3:51])[CH2:57][C:56]3=[O:58])[CH:21]=[CH:22][C:23]=2[N:27]=1. (10) The product is: [Cl:1][C:2]1[CH:7]=[CH:6][C:5]([C:8]2[N:9]=[C:10]([CH2:13][C:14]([N:19]([CH3:20])[CH3:18])=[O:16])[S:11][CH:12]=2)=[CH:4][CH:3]=1. Given the reactants [Cl:1][C:2]1[CH:7]=[CH:6][C:5]([C:8]2[N:9]=[C:10]([CH2:13][C:14]([OH:16])=O)[S:11][CH:12]=2)=[CH:4][CH:3]=1.Cl.[CH3:18][NH:19][CH3:20].CCN=C=NCCCN(C)C.Cl.C1C=CC2N(O)N=NC=2C=1, predict the reaction product.